This data is from Forward reaction prediction with 1.9M reactions from USPTO patents (1976-2016). The task is: Predict the product of the given reaction. (1) Given the reactants [C:1]([C:5]1[CH:9]=[C:8]([C:10](OCC)=[O:11])[N:7]([CH2:15][C:16]2[CH:21]=[CH:20][C:19]([CH2:22][O:23][CH2:24][O:25][CH3:26])=[CH:18][CH:17]=2)[N:6]=1)([CH3:4])([CH3:3])[CH3:2].[H-].[Al+3].[Li+].[H-].[H-].[H-].C(O)C.[Cl-].[NH4+], predict the reaction product. The product is: [C:1]([C:5]1[CH:9]=[C:8]([CH2:10][OH:11])[N:7]([CH2:15][C:16]2[CH:17]=[CH:18][C:19]([CH2:22][O:23][CH2:24][O:25][CH3:26])=[CH:20][CH:21]=2)[N:6]=1)([CH3:4])([CH3:2])[CH3:3]. (2) Given the reactants [CH:1]1([NH:4][C:5](=[O:31])[C:6]2[CH:11]=[CH:10][C:9]([C:12]3[N:16]4[CH:17]=[C:18]([C:25]5[CH:30]=[CH:29][CH:28]=[CH:27][CH:26]=5)[N:19]=[C:20](S(C)(=O)=O)[C:15]4=[N:14][CH:13]=3)=[CH:8][CH:7]=2)[CH2:3][CH2:2]1.[F:32][C:33]([F:38])([F:37])[CH2:34][CH2:35][NH2:36], predict the reaction product. The product is: [CH:1]1([NH:4][C:5](=[O:31])[C:6]2[CH:11]=[CH:10][C:9]([C:12]3[N:16]4[CH:17]=[C:18]([C:25]5[CH:30]=[CH:29][CH:28]=[CH:27][CH:26]=5)[N:19]=[C:20]([NH:36][CH2:35][CH2:34][C:33]([F:38])([F:37])[F:32])[C:15]4=[N:14][CH:13]=3)=[CH:8][CH:7]=2)[CH2:3][CH2:2]1. (3) Given the reactants [NH2:1][C:2]1[CH:9]=[CH:8][CH:7]=[CH:6][C:3]=1[CH:4]=[O:5].C(N(CC)CC)C.[C:17](Cl)(=[O:20])[CH2:18][CH3:19], predict the reaction product. The product is: [CH:4]([C:3]1[CH:6]=[CH:7][CH:8]=[CH:9][C:2]=1[NH:1][C:17](=[O:20])[CH2:18][CH3:19])=[O:5]. (4) Given the reactants [C:1](#[N:4])[CH:2]=[CH2:3].CC[O-].[Na+].[CH3:9][O:10][C:11]1[CH:16]=[CH:15][C:14]([C:17]2[C:25]3[C:24]([NH:26][CH2:27][CH2:28][CH2:29][OH:30])=[N:23][CH:22]=[N:21][C:20]=3[O:19][C:18]=2[C:31]2[CH:36]=[CH:35][CH:34]=[CH:33][CH:32]=2)=[CH:13][CH:12]=1, predict the reaction product. The product is: [CH3:9][O:10][C:11]1[CH:12]=[CH:13][C:14]([C:17]2[C:25]3[C:24]([NH:26][CH2:27][CH2:28][CH2:29][O:30][CH2:3][CH2:2][C:1]#[N:4])=[N:23][CH:22]=[N:21][C:20]=3[O:19][C:18]=2[C:31]2[CH:36]=[CH:35][CH:34]=[CH:33][CH:32]=2)=[CH:15][CH:16]=1. (5) Given the reactants [CH3:1][N:2]1[C:6]2[C:7]([O:23][C@@H:24]([C@H:26]3[CH2:30][NH:29][C:28](=[O:31])[CH2:27]3)[CH3:25])=[N:8][C:9]([C:11]3[CH:16]=[CH:15][C:14]([N:17]4[CH2:22][CH2:21][NH:20][CH2:19][CH2:18]4)=[CH:13][CH:12]=3)=[CH:10][C:5]=2[N:4]=[CH:3]1.O=[C:33]1[CH2:38][CH2:37][O:36][CH2:35][CH2:34]1.C(O[BH-](OC(=O)C)OC(=O)C)(=O)C.[Na+], predict the reaction product. The product is: [CH3:1][N:2]1[C:6]2[C:7]([O:23][C@@H:24]([C@H:26]3[CH2:30][NH:29][C:28](=[O:31])[CH2:27]3)[CH3:25])=[N:8][C:9]([C:11]3[CH:12]=[CH:13][C:14]([N:17]4[CH2:18][CH2:19][N:20]([CH:33]5[CH2:38][CH2:37][O:36][CH2:35][CH2:34]5)[CH2:21][CH2:22]4)=[CH:15][CH:16]=3)=[CH:10][C:5]=2[N:4]=[CH:3]1. (6) Given the reactants [CH:1]1[C:13]2[CH2:12][C:11]3[C:6](=[CH:7][CH:8]=[CH:9][CH:10]=3)[C:5]=2[CH:4]=[CH:3][CH:2]=1.[NH:14]1[CH:18]=[CH:17][N:16]=[CH:15]1, predict the reaction product. The product is: [CH:1]1[C:13]2[CH2:12][C:11]3[C:6](=[CH:7][CH:8]=[CH:9][CH:10]=3)[C:5]=2[CH:4]=[CH:3][C:2]=1[N:14]1[CH:18]=[CH:17][NH:16][CH2:15]1. (7) Given the reactants C([O:3][C:4]([C:6]1[CH:7]([C:20]([F:23])([F:22])[F:21])[O:8][C:9]2[C:14]([CH:15]=1)=[CH:13][C:12]([Cl:16])=[CH:11][C:10]=2[C:17]#[C:18][CH3:19])=[O:5])C.C1COCC1.CCO.O.O[Li].O.Cl, predict the reaction product. The product is: [Cl:16][C:12]1[CH:13]=[C:14]2[C:9](=[C:10]([C:17]#[C:18][CH3:19])[CH:11]=1)[O:8][CH:7]([C:20]([F:23])([F:21])[F:22])[C:6]([C:4]([OH:5])=[O:3])=[CH:15]2. (8) Given the reactants [N:1]1([CH2:7][CH2:8][CH2:9][O-:10])[CH2:6][CH2:5][CH2:4][CH2:3][CH2:2]1.[Na+].[Cl:12][C:13]1[CH:18]=[CH:17][C:16]([CH2:19][CH2:20][CH2:21]CS([O-])(=O)=O)=[CH:15][CH:14]=1.C1OCCOCCOCCOCCOC1, predict the reaction product. The product is: [N:1]1([CH2:7][CH2:8][CH2:9][O:10][CH2:21][CH2:20][CH2:19][C:16]2[CH:17]=[CH:18][C:13]([Cl:12])=[CH:14][CH:15]=2)[CH2:6][CH2:5][CH2:4][CH2:3][CH2:2]1.